The task is: Predict the product of the given reaction.. This data is from Forward reaction prediction with 1.9M reactions from USPTO patents (1976-2016). Given the reactants Cl.[CH3:2][O:3][NH2:4].[F:5][C:6]1[CH:7]=[C:8]([CH:31]=[CH:32][CH:33]=1)[CH2:9][N:10]1[C:22]2[CH2:21][CH2:20][C@@H:19]([NH:23][C:24](=[O:28])[CH:25]([CH3:27])[CH3:26])[CH2:18][C:17]=2[C:16]2[C:11]1=[CH:12][CH:13]=[C:14]([CH:29]=O)[CH:15]=2, predict the reaction product. The product is: [F:5][C:6]1[CH:7]=[C:8]([CH:31]=[CH:32][CH:33]=1)[CH2:9][N:10]1[C:22]2[CH2:21][CH2:20][C@@H:19]([NH:23][C:24](=[O:28])[CH:25]([CH3:26])[CH3:27])[CH2:18][C:17]=2[C:16]2[C:11]1=[CH:12][CH:13]=[C:14]([CH:29]=[N:4][O:3][CH3:2])[CH:15]=2.